This data is from Reaction yield outcomes from USPTO patents with 853,638 reactions. The task is: Predict the reaction yield, written as a fraction of the theoretical maximum amount of product (1.0 means a 100% yield; for example, 0.34 means a 34% yield). (1) The reactants are C(O)(C(F)(F)F)=O.[NH2:8][C:9]1[C:14]2[C:15](=[O:29])[N:16](CC3C=CC(OC)=CC=3)[CH2:17][CH2:18][O:19][C:13]=2[N:12]=[CH:11][N:10]=1.C1(OC)C=CC=CC=1. No catalyst specified. The product is [NH2:8][C:9]1[C:14]2[C:15](=[O:29])[NH:16][CH2:17][CH2:18][O:19][C:13]=2[N:12]=[CH:11][N:10]=1. The yield is 0.667. (2) The reactants are [CH3:1][C:2]1[CH:7]=[CH:6][CH:5]=[CH:4][C:3]=1[C:8]([N:10]=[C:11]=[S:12])=[O:9].[CH3:13][O:14][C:15]1[CH:16]=[C:17]2[C:22](=[CH:23][C:24]=1[O:25][CH3:26])[N:21]=[CH:20][CH:19]=[C:18]2[O:27][C:28]1[CH:34]=[CH:33][C:31]([NH2:32])=[C:30]([CH3:35])[C:29]=1[CH3:36].C1(C)C=CC=CC=1. The catalyst is C(O)C. The product is [CH3:13][O:14][C:15]1[CH:16]=[C:17]2[C:22](=[CH:23][C:24]=1[O:25][CH3:26])[N:21]=[CH:20][CH:19]=[C:18]2[O:27][C:28]1[CH:34]=[CH:33][C:31]([NH:32][C:11]([NH:10][C:8](=[O:9])[C:3]2[CH:4]=[CH:5][CH:6]=[CH:7][C:2]=2[CH3:1])=[S:12])=[C:30]([CH3:35])[C:29]=1[CH3:36]. The yield is 0.790. (3) The yield is 0.560. The reactants are [CH2:1]([O:8][C:9]([NH:11][C@@H:12]([CH2:16][CH:17]1[CH2:19][CH2:18]1)[C:13](O)=[O:14])=[O:10])[C:2]1[CH:7]=[CH:6][CH:5]=[CH:4][CH:3]=1.Cl. The product is [CH:17]1([CH2:16][C@H:12]([NH:11][C:9](=[O:10])[O:8][CH2:1][C:2]2[CH:7]=[CH:6][CH:5]=[CH:4][CH:3]=2)[CH2:13][OH:14])[CH2:18][CH2:19]1. The catalyst is C1COCC1. (4) The reactants are [C:1]1([O:7][CH3:8])[CH:6]=[CH:5][CH:4]=[CH:3][CH:2]=1.[Cl-].[Al+3].[Cl-].[Cl-].[Cl:13][CH2:14][CH2:15][CH2:16][C:17](Cl)=[O:18].O. The catalyst is C1(C)C=CC=CC=1. The product is [Cl:13][CH2:14][CH2:15][CH2:16][C:17]([C:4]1[CH:5]=[CH:6][C:1]([O:7][CH3:8])=[CH:2][CH:3]=1)=[O:18]. The yield is 0.990. (5) The reactants are [CH3:1][Mg]Cl.[Br:4][C:5]1[CH:6]=[CH:7][C:8]2[O:12][C:11](=[O:13])[N:10]([CH2:14][C:15](=[O:17])[CH3:16])[C:9]=2[CH:18]=1. The catalyst is C1COCC1. The product is [Br:4][C:5]1[CH:6]=[CH:7][C:8]2[O:12][C:11](=[O:13])[N:10]([CH2:14][C:15]([OH:17])([CH3:1])[CH3:16])[C:9]=2[CH:18]=1. The yield is 0.310. (6) The reactants are C[O:2][C:3]([C@@H:5]1[CH2:10][S:9][CH2:8][CH2:7][N:6]1[S:11]([C:14]1[CH:19]=[CH:18][C:17]([CH3:20])=[CH:16][CH:15]=1)(=[O:13])=[O:12])=[O:4].[Li+].[OH-].C(OCC)(=O)C. The catalyst is CO. The product is [C:17]1([CH3:20])[CH:16]=[CH:15][C:14]([S:11]([N:6]2[CH2:7][CH2:8][S:9][CH2:10][C@H:5]2[C:3]([OH:4])=[O:2])(=[O:13])=[O:12])=[CH:19][CH:18]=1. The yield is 0.970.